This data is from Full USPTO retrosynthesis dataset with 1.9M reactions from patents (1976-2016). The task is: Predict the reactants needed to synthesize the given product. (1) Given the product [F:41][C:32]1[CH:31]=[C:30]([CH2:29][NH:28][C:18]([C:17]2[C:8]([CH3:7])=[N:9][C:10]3[C:15]([CH:16]=2)=[CH:14][CH:13]=[CH:12][N:11]=3)=[O:20])[CH:35]=[CH:34][C:33]=1[CH2:36][O:37][CH2:38][CH2:39][OH:40], predict the reactants needed to synthesize it. The reactants are: C(Cl)(=O)C(Cl)=O.[CH3:7][C:8]1[C:17]([C:18]([OH:20])=O)=[CH:16][C:15]2[C:10](=[N:11][CH:12]=[CH:13][CH:14]=2)[N:9]=1.C(N(CC)CC)C.[NH2:28][CH2:29][C:30]1[CH:35]=[CH:34][C:33]([CH2:36][O:37][CH2:38][CH2:39][OH:40])=[C:32]([F:41])[CH:31]=1. (2) Given the product [C:22](=[C:11]1[CH:12]=[N:8][CH:9]=[N:10]1)=[O:23].[ClH:13].[Cl:13][C:14]1[CH:15]=[C:16]([CH2:21][C:22]([N:24]2[CH2:29][CH2:28][NH:27][CH2:26][C@@H:25]2[CH2:30][N:31]2[CH2:35][CH2:34][CH2:33][CH2:32]2)=[O:23])[CH:17]=[CH:18][C:19]=1[Cl:20], predict the reactants needed to synthesize it. The reactants are: C([N:8]1[CH:12]=[CH:11][N:10]=[CH:9]1)([N:8]1[CH:12]=[CH:11][N:10]=[CH:9]1)=O.[Cl:13][C:14]1[CH:15]=[C:16]([CH2:21][C:22]([N:24]2[CH2:29][CH2:28][NH:27][CH2:26][C@@H:25]2[CH2:30][N:31]2[CH2:35][CH2:34][CH2:33][CH2:32]2)=[O:23])[CH:17]=[CH:18][C:19]=1[Cl:20].Cl.